Task: Predict which catalyst facilitates the given reaction.. Dataset: Catalyst prediction with 721,799 reactions and 888 catalyst types from USPTO Reactant: C(CC(Cl)=O)(C)(C)C.[CH:9]([C:12]1[CH:17]=[CH:16][C:15]([CH:18]2[C:22]3[C:23]([CH3:37])=[C:24]([NH:29][C:30](=[O:36])[CH2:31][C:32]([CH3:35])([CH3:34])[CH3:33])[C:25]([CH3:28])=[C:26]([CH3:27])[C:21]=3[O:20][CH:19]2[CH3:38])=[CH:14][CH:13]=1)([CH3:11])[CH3:10]. Product: [CH:9]([C:12]1[CH:17]=[CH:16][C:15]([C@@H:18]2[C:22]3[C:23]([CH3:37])=[C:24]([NH:29][C:30](=[O:36])[CH2:31][C:32]([CH3:35])([CH3:34])[CH3:33])[C:25]([CH3:28])=[C:26]([CH3:27])[C:21]=3[O:20][C@H:19]2[CH3:38])=[CH:14][CH:13]=1)([CH3:10])[CH3:11]. The catalyst class is: 81.